From a dataset of hERG potassium channel inhibition data for cardiac toxicity prediction from Karim et al.. Regression/Classification. Given a drug SMILES string, predict its toxicity properties. Task type varies by dataset: regression for continuous values (e.g., LD50, hERG inhibition percentage) or binary classification for toxic/non-toxic outcomes (e.g., AMES mutagenicity, cardiotoxicity, hepatotoxicity). Dataset: herg_karim. (1) The molecule is O=c1[nH]c2cccc(Cl)c2cc1O. The result is 0 (non-blocker). (2) The result is 0 (non-blocker). The drug is CCCCC1=NC2(CCCC2)C(=O)N1Cc1ccc(-c2ccccc2-c2nn[n-]n2)cc1. (3) The compound is Cn1c(=O)c2c(c(C#N)c(N3CCC[C@H](N)C3)n2Cc2ccccc2)n(C)c1=O. The result is 1 (blocker). (4) The compound is C=C(F)COc1ccc(Cl)cc1[C@H]1C[C@@H]1CN.Cl. The result is 1 (blocker). (5) The molecule is COCCCn1cc(CN(C(=O)C2CNCCC2(O)c2ccc(F)c(F)c2)C2CC2)c2c(F)ccc(CS(C)(=O)=O)c21. The result is 1 (blocker). (6) The molecule is CC#CCn1c(N2CCCNCC2)c(C#N)c2c1c(=O)n(Cc1ncc3ccccc3c1C#N)c(=O)n2C. The result is 0 (non-blocker). (7) The drug is O=C1CN([C@H]2CC[C@](c3ccccc3)(N3CCCC(c4cc(C(F)(F)F)cc(C(F)(F)F)c4)C3=O)CC2)CCN1c1ccccc1. The result is 1 (blocker). (8) The molecule is CCCNC[C@H](O)COc1ccccc1C(=O)CCc1ccccc1. The result is 1 (blocker). (9) The molecule is COc1ccc([C@H]2CN(CCC3CCOCC3)C[C@@H]2CNC(=O)c2cccc(Cl)c2)cc1. The result is 1 (blocker).